Task: Predict which catalyst facilitates the given reaction.. Dataset: Catalyst prediction with 721,799 reactions and 888 catalyst types from USPTO (1) Reactant: C([O:3][C:4]([C:6]1[CH:7]=[C:8]2[C:13](=[CH:14][CH:15]=1)[NH:12][CH:11]([C:16]1[CH:21]=[C:20]([F:22])[CH:19]=[CH:18][C:17]=1[CH3:23])[C:10]([CH3:25])([CH3:24])[CH2:9]2)=[O:5])C.O.[OH-].[Li+].O.Cl. Product: [F:22][C:20]1[CH:19]=[CH:18][C:17]([CH3:23])=[C:16]([CH:11]2[C:10]([CH3:24])([CH3:25])[CH2:9][C:8]3[C:13](=[CH:14][CH:15]=[C:6]([C:4]([OH:5])=[O:3])[CH:7]=3)[NH:12]2)[CH:21]=1. The catalyst class is: 7. (2) Product: [I:1][C:2]1[CH:3]=[C:4]([CH2:14][OH:15])[C:5]2[O:9][C:8]([CH2:10][CH2:11][CH3:12])=[CH:7][C:6]=2[CH:13]=1. Reactant: [I:1][C:2]1[CH:3]=[C:4]([CH:14]=[O:15])[C:5]2[O:9][C:8]([CH2:10][CH2:11][CH3:12])=[CH:7][C:6]=2[CH:13]=1.[Li+].[BH4-]. The catalyst class is: 7. (3) Reactant: [OH:1][CH2:2][CH2:3][O:4][CH2:5][CH2:6][O:7][CH2:8][CH2:9][O:10][CH2:11][CH2:12][N:13]1[C:21](=[O:22])[C:20]2[C:15](=[CH:16][CH:17]=[CH:18][CH:19]=2)[C:14]1=[O:23].CCN(CC)CC.[S:31](Cl)([C:34]1[CH:40]=[CH:39][C:37]([CH3:38])=[CH:36][CH:35]=1)(=[O:33])=[O:32]. Product: [CH3:38][C:37]1[CH:39]=[CH:40][C:34]([S:31]([O:1][CH2:2][CH2:3][O:4][CH2:5][CH2:6][O:7][CH2:8][CH2:9][O:10][CH2:11][CH2:12][N:13]2[C:14](=[O:23])[C:15]3[C:20](=[CH:19][CH:18]=[CH:17][CH:16]=3)[C:21]2=[O:22])(=[O:33])=[O:32])=[CH:35][CH:36]=1. The catalyst class is: 79. (4) Reactant: [CH:1]1([NH:4][C:5]2[C:6]([NH2:12])=[CH:7][CH:8]=[CH:9][C:10]=2[F:11])[CH2:3][CH2:2]1.[NH:13]([C:19]([O:21][C:22]([CH3:25])([CH3:24])[CH3:23])=[O:20])[C@H:14]([C:16](O)=[O:17])[CH3:15].CCN(C(C)C)C(C)C.C1CN([P+](ON2N=NC3C2=CC=CC=3)(N2CCCC2)N2CCCC2)CC1.F[P-](F)(F)(F)(F)F. Product: [CH:1]1([NH:4][C:5]2[C:10]([F:11])=[CH:9][CH:8]=[CH:7][C:6]=2[NH:12][C:16](=[O:17])[C@@H:14]([NH:13][C:19](=[O:20])[O:21][C:22]([CH3:24])([CH3:23])[CH3:25])[CH3:15])[CH2:3][CH2:2]1. The catalyst class is: 31. (5) Reactant: C([N:3]([CH2:6]C)[CH2:4][CH3:5])C.N1[CH2:12][CH2:11][CH2:10][CH2:9]1.CN(C([O:20]N1N=NC2C=CC=CC1=2)=[N+](C)C)C.[B-](F)(F)(F)F.CCN(C(C)C)C(C)C.[O:44]1[CH2:49][CH2:48][O:47][CH2:46]C1. Product: [CH3:6][NH:3][CH2:4][CH:5]([OH:20])[C:10]1[CH:11]=[CH:12][C:49]([OH:44])=[C:48]([O:47][CH3:46])[CH:9]=1. The catalyst class is: 18. (6) Reactant: [CH3:1][O:2][C:3]1[CH:4]=[CH:5][C:6]2[CH:12]=[C:11]([C:13]([OH:15])=O)[CH2:10][CH2:9][O:8][C:7]=2[CH:16]=1.C(Cl)(=O)C(Cl)=O.N[C:24]1[CH:25]=[N:26][CH:27]=[CH:28][CH:29]=1.[N:30]1C=CC=CC=1. Product: [N:26]1[CH:25]=[CH:24][C:29]([NH:30][C:13]([C:11]2[CH2:10][CH2:9][O:8][C:7]3[CH:16]=[C:3]([O:2][CH3:1])[CH:4]=[CH:5][C:6]=3[CH:12]=2)=[O:15])=[CH:28][CH:27]=1. The catalyst class is: 120. (7) Reactant: C(N(C(C)C)CC)(C)C.[NH2:10][CH:11]1[CH2:16][CH2:15][N:14]([S:17]([C:20]2[CH:25]=[CH:24][C:23]([C:26]([N:28]3[CH2:33][CH2:32][CH2:31][CH2:30][CH2:29]3)=[O:27])=[CH:22][CH:21]=2)(=[O:19])=[O:18])[CH2:13][CH2:12]1.[C:34](Cl)(=[O:37])[CH:35]=[CH2:36]. Product: [N:28]1([C:26]([C:23]2[CH:22]=[CH:21][C:20]([S:17]([N:14]3[CH2:15][CH2:16][CH:11]([NH:10][C:34](=[O:37])[CH:35]=[CH2:36])[CH2:12][CH2:13]3)(=[O:19])=[O:18])=[CH:25][CH:24]=2)=[O:27])[CH2:33][CH2:32][CH2:31][CH2:30][CH2:29]1. The catalyst class is: 76. (8) Reactant: [C:1]([C:5]1[O:6][C:7]2[C:13]([S:14](Cl)(=[O:16])=[O:15])=[C:12]([Cl:18])[CH:11]=[CH:10][C:8]=2[N:9]=1)([CH3:4])([CH3:3])[CH3:2].C(N(CC)CC)C.[C:26]([O:30][C:31]([N:33]1[CH2:38][CH2:37][NH:36][CH2:35][CH2:34]1)=[O:32])([CH3:29])([CH3:28])[CH3:27]. Product: [C:26]([O:30][C:31]([N:33]1[CH2:38][CH2:37][N:36]([S:14]([C:13]2[C:7]3[O:6][C:5]([C:1]([CH3:4])([CH3:3])[CH3:2])=[N:9][C:8]=3[CH:10]=[CH:11][C:12]=2[Cl:18])(=[O:16])=[O:15])[CH2:35][CH2:34]1)=[O:32])([CH3:29])([CH3:27])[CH3:28]. The catalyst class is: 1. (9) Reactant: [C:1]([O:11][CH:12]([CH3:14])[CH3:13])(=[O:10])/[CH:2]=[CH:3]/[C:4]([O:6][CH:7]([CH3:9])[CH3:8])=[O:5].[C:15]([O:25][CH3:26])(=[O:24])[CH:16]=[CH:17][C:18]1[CH:23]=[CH:22][CH:21]=[CH:20][CH:19]=1.[C:27]([O:31]CCCC[O:31][C:27](=[O:30])[CH:28]=[CH2:29])(=[O:30])[CH:28]=[CH2:29].C(OOOC(C)(C)C)(=O)C(C)(C)C. Product: [C:4]([O:6][CH:7]([CH3:9])[CH3:8])(=[O:5])/[CH:3]=[CH:2]/[C:1]([O:11][CH:12]([CH3:14])[CH3:13])=[O:10].[C:15]([O:25][CH3:26])(=[O:24])[CH:16]=[CH:17][C:18]1[CH:19]=[CH:20][CH:21]=[CH:22][CH:23]=1.[C:27]([O-:31])(=[O:30])[CH:28]=[CH2:29]. The catalyst class is: 83. (10) Reactant: [Br:1][C:2]1[CH:7]=[C:6]([Cl:8])[CH:5]=[CH:4][C:3]=1[OH:9].C(=O)([O-])[O-].[K+].[K+].Br[CH2:17][C:18]([O:20][C:21]([CH3:24])([CH3:23])[CH3:22])=[O:19]. Product: [C:21]([O:20][C:18](=[O:19])[CH2:17][O:9][C:3]1[CH:4]=[CH:5][C:6]([Cl:8])=[CH:7][C:2]=1[Br:1])([CH3:24])([CH3:23])[CH3:22]. The catalyst class is: 21.